The task is: Predict the reactants needed to synthesize the given product.. This data is from Full USPTO retrosynthesis dataset with 1.9M reactions from patents (1976-2016). Given the product [F:1][CH:2]([F:12])[O:3][C:4]1[CH:9]=[CH:8][C:7]([C:14]#[C:13][C:15]2[CH:20]=[CH:19][CH:18]=[CH:17][CH:16]=2)=[CH:6][C:5]=1[CH3:11], predict the reactants needed to synthesize it. The reactants are: [F:1][CH:2]([F:12])[O:3][C:4]1[CH:9]=[CH:8][C:7](I)=[CH:6][C:5]=1[CH3:11].[C:13]([C:15]1[CH:20]=[CH:19][CH:18]=[CH:17][CH:16]=1)#[CH:14].C(N(CC)CC)C.